Dataset: Catalyst prediction with 721,799 reactions and 888 catalyst types from USPTO. Task: Predict which catalyst facilitates the given reaction. (1) Reactant: C(=O)([O-])[O-].[K+].[K+].Br[CH2:8][CH2:9][CH2:10][CH2:11][CH2:12]Br.CN(C)C=O.[NH2:19][C:20]1[CH:21]=[CH:22][C:23]([O:30][CH2:31][C:32]2[CH:37]=[CH:36][CH:35]=[CH:34][CH:33]=2)=[C:24]([CH:29]=1)[C:25]([O:27][CH3:28])=[O:26]. Product: [CH2:31]([O:30][C:23]1[CH:22]=[CH:21][C:20]([N:19]2[CH2:12][CH2:11][CH2:10][CH2:9][CH2:8]2)=[CH:29][C:24]=1[C:25]([O:27][CH3:28])=[O:26])[C:32]1[CH:37]=[CH:36][CH:35]=[CH:34][CH:33]=1. The catalyst class is: 84. (2) Reactant: [OH:1][CH2:2][CH2:3][O:4][NH:5][C:6]([C:8]1[C:23]([NH:24][C:25]2[CH:30]=[CH:29][C:28]([Br:31])=[CH:27][C:26]=2[Cl:32])=[C:22]([F:33])[C:11]2[N:12]=[CH:13][N:14]([CH2:15][C@@H:16]3[CH2:21][CH2:20][CH2:19][CH2:18][O:17]3)[C:10]=2[CH:9]=1)=[O:7].N1C=NN=N1.C(N(C(C)C)[P:43]([O:49][C:50]([CH3:53])([CH3:52])[CH3:51])[O:44][C:45]([CH3:48])([CH3:47])[CH3:46])(C)C.C([O:61]O)(C)(C)C. Product: [C:50]([O:49][P:43](=[O:61])([O:44][C:45]([CH3:46])([CH3:47])[CH3:48])[O:1][CH2:2][CH2:3][O:4][NH:5][C:6]([C:8]1[C:23]([NH:24][C:25]2[CH:30]=[CH:29][C:28]([Br:31])=[CH:27][C:26]=2[Cl:32])=[C:22]([F:33])[C:11]2[N:12]=[CH:13][N:14]([CH2:15][CH:16]3[CH2:21][CH2:20][CH2:19][CH2:18][O:17]3)[C:10]=2[CH:9]=1)=[O:7])([CH3:51])([CH3:52])[CH3:53]. The catalyst class is: 3. (3) Reactant: [NH2:1][C:2]1[CH:7]=[CH:6][C:5]([N:8]2[CH2:13][CH2:12][O:11][CH2:10][C:9]2=[O:14])=[CH:4][CH:3]=1.[Cl:15][C:16]1[S:20][C:19]([C:21]([NH:23][CH2:24][C@H:25]2[CH2:27][O:26]2)=[O:22])=[CH:18][CH:17]=1. Product: [Cl:15][C:16]1[S:20][C:19]([C:21]([NH:23][CH2:24][C@H:25]([OH:26])[CH2:27][NH:1][C:2]2[CH:3]=[CH:4][C:5]([N:8]3[CH2:13][CH2:12][O:11][CH2:10][C:9]3=[O:14])=[CH:6][CH:7]=2)=[O:22])=[CH:18][CH:17]=1. The catalyst class is: 40. (4) Reactant: [S:1]1[CH2:7][CH2:6][CH2:5][C:4](=O)[CH2:3][CH2:2]1.[Si](OS(C(F)(F)F)(=O)=O)(C)(C)C.[Br:21][C:22]1[CH:23]=[C:24]2[C:28](=[C:29]([C:31]([O:33][CH3:34])=[O:32])[CH:30]=1)[NH:27][CH:26]=[CH:25]2.C([SiH](CC)CC)C. Product: [Br:21][C:22]1[CH:23]=[C:24]2[C:28](=[C:29]([C:31]([O:33][CH3:34])=[O:32])[CH:30]=1)[NH:27][CH:26]=[C:25]2[CH:4]1[CH2:5][CH2:6][CH2:7][S:1][CH2:2][CH2:3]1. The catalyst class is: 2. (5) Reactant: [C:1]([O:5][C:6]([N:8]1[CH2:13][CH2:12][CH2:11][CH2:10][CH:9]1[CH2:14][O:15][CH2:16][C:17]([OH:19])=O)=[O:7])([CH3:4])([CH3:3])[CH3:2].ON1C2N=CC=CC=2N=N1.Cl.C(N=C=NCCCN(C)C)C.[CH3:42][N:43]([CH:60]([C:68](=[O:71])[NH:69][CH3:70])[CH2:61][C:62]1[CH:67]=[CH:66][CH:65]=[CH:64][CH:63]=1)[C:44](=[O:59])[CH:45]([NH:57][CH3:58])[CH2:46][C:47]1[CH:56]=[CH:55][C:54]2[C:49](=[CH:50][CH:51]=[CH:52][CH:53]=2)[CH:48]=1.C(N(C(C)C)CC)(C)C. Product: [C:1]([O:5][C:6]([N:8]1[CH2:13][CH2:12][CH2:11][CH2:10][CH:9]1[CH2:14][O:15][CH2:16][C:17](=[O:19])[N:57]([CH3:58])[C@@H:45]([C:44](=[O:59])[N:43]([CH3:42])[C@@H:60]([C:68](=[O:71])[NH:69][CH3:70])[CH2:61][C:62]1[CH:67]=[CH:66][CH:65]=[CH:64][CH:63]=1)[CH2:46][C:47]1[CH:56]=[CH:55][C:54]2[C:49](=[CH:50][CH:51]=[CH:52][CH:53]=2)[CH:48]=1)=[O:7])([CH3:2])([CH3:3])[CH3:4]. The catalyst class is: 4. (6) Product: [Cl:1][C:2]1[C:3]([O:12][C:13]2[CH:18]=[C:17]([O:19][CH:20]([CH3:21])[CH3:22])[CH:16]=[CH:15][C:14]=2[CH2:23][CH2:24][CH2:25][O:26][C:28]2[C:33]([O:34][CH3:35])=[CH:32][CH:31]=[CH:30][C:29]=2[CH2:36][C:37]([OH:39])=[O:38])=[N:4][CH:5]=[C:6]([C:8]([F:11])([F:10])[F:9])[CH:7]=1. The catalyst class is: 7. Reactant: [Cl:1][C:2]1[C:3]([O:12][C:13]2[CH:18]=[C:17]([O:19][CH:20]([CH3:22])[CH3:21])[CH:16]=[CH:15][C:14]=2[CH2:23][CH2:24][CH2:25][OH:26])=[N:4][CH:5]=[C:6]([C:8]([F:11])([F:10])[F:9])[CH:7]=1.O[C:28]1[C:33]([O:34][CH3:35])=[CH:32][CH:31]=[CH:30][C:29]=1[CH2:36][C:37]([O:39]C)=[O:38].C(P(CCCC)CCCC)CCC.N(C(N1CCCCC1)=O)=NC(N1CCCCC1)=O.O1CCCC1CO.[OH-].[Na+].Cl.